From a dataset of Forward reaction prediction with 1.9M reactions from USPTO patents (1976-2016). Predict the product of the given reaction. (1) Given the reactants [NH2:1][C@@H:2]([CH2:5][O:6][C@H:7]([C:9]1[CH:14]=[CH:13][C:12]([F:15])=[CH:11][CH:10]=1)[CH3:8])[CH2:3][OH:4].C([O-])([O-])=O.[K+].[K+].[N:22]#[C:23]Br.O, predict the reaction product. The product is: [F:15][C:12]1[CH:11]=[CH:10][C:9]([C@@H:7]([O:6][CH2:5][C@H:2]2[CH2:3][O:4][C:23]([NH2:22])=[N:1]2)[CH3:8])=[CH:14][CH:13]=1. (2) Given the reactants [F:1][C:2]1[CH:7]=[CH:6][C:5]([CH2:8][NH:9][C:10](=[O:16])[O:11][C:12]([CH3:15])([CH3:14])[CH3:13])=[CH:4][C:3]=1[N+:17]([O-])=O, predict the reaction product. The product is: [NH2:17][C:3]1[CH:4]=[C:5]([CH2:8][NH:9][C:10](=[O:16])[O:11][C:12]([CH3:14])([CH3:13])[CH3:15])[CH:6]=[CH:7][C:2]=1[F:1]. (3) Given the reactants [Cl:1][C:2]1[CH:11]=[C:10]2[C:5]([C:6]([N:12]3[CH2:17][CH2:16][NH:15][CH2:14][CH2:13]3)=[CH:7][CH:8]=[N:9]2)=[CH:4][CH:3]=1.[C:18]1([N:24]=[C:25]=[O:26])[CH:23]=[CH:22][CH:21]=[CH:20][CH:19]=1.CCCCCC.CCOC(C)=O, predict the reaction product. The product is: [Cl:1][C:2]1[CH:11]=[C:10]2[C:5]([C:6]([N:12]3[CH2:17][CH2:16][N:15]([C:25]([NH:24][C:18]4[CH:23]=[CH:22][CH:21]=[CH:20][CH:19]=4)=[O:26])[CH2:14][CH2:13]3)=[CH:7][CH:8]=[N:9]2)=[CH:4][CH:3]=1. (4) Given the reactants C[O:2][C:3]([C:5]1[N:6]=[CH:7][C:8]2[C:13]([CH:14]=1)=[CH:12][C:11]([F:15])=[CH:10][CH:9]=2)=[O:4].O[Li].O.COC(C)(C)C.[ClH:25], predict the reaction product. The product is: [ClH:25].[F:15][C:11]1[CH:12]=[C:13]2[C:8](=[CH:9][CH:10]=1)[CH:7]=[N:6][C:5]([C:3]([OH:4])=[O:2])=[CH:14]2. (5) The product is: [CH2:64]([O:66][C:67]([N:69]1[CH2:70][CH2:71][N:72]([C:75](=[O:87])[C@@H:76]([NH:86][C:27]([C:18]2[CH:17]=[C:16]([O:15][CH2:14][C:13]([N:9]3[CH2:10][CH2:11][CH2:12][C@H:8]3[C:6](=[O:7])[NH:5][CH:1]3[CH2:4][CH2:3][CH2:2]3)=[O:30])[N:20]([C:21]3[CH:26]=[CH:25][CH:24]=[CH:23][CH:22]=3)[N:19]=2)=[O:28])[CH2:77][NH:85][C:88]([O:91][C:43]([CH3:42])([CH3:44])[CH3:55])=[O:90])[CH2:73][CH2:74]1)=[O:68])[CH3:65]. Given the reactants [CH:1]1([NH:5][C:6]([C@@H:8]2[CH2:12][CH2:11][CH2:10][N:9]2[C:13](=[O:30])[CH2:14][O:15][C:16]2[N:20]([C:21]3[CH:26]=[CH:25][CH:24]=[CH:23][CH:22]=3)[N:19]=[C:18]([C:27](O)=[O:28])[CH:17]=2)=[O:7])[CH2:4][CH2:3][CH2:2]1.CN(C(ON1N=NC2[CH:42]=[CH:43][CH:44]=NC1=2)=[N+](C)C)C.F[P-](F)(F)(F)(F)F.[CH3:55]CN(C(C)C)C(C)C.[CH2:64]([O:66][C:67]([N:69]1[CH2:74][CH2:73][N:72]([C:75](=[O:87])[C@@H:76]([NH2:86])[CH:77]([NH2:85])C(OC(C)(C)C)=O)[CH2:71][CH2:70]1)=[O:68])[CH3:65].[C:88]([O:91]CC)(=[O:90])C, predict the reaction product.